Dataset: Full USPTO retrosynthesis dataset with 1.9M reactions from patents (1976-2016). Task: Predict the reactants needed to synthesize the given product. (1) Given the product [Br:1][C:2]1[CH:10]=[CH:9][C:5]([C:6]([N:58]2[CH2:59][CH2:60][N:55]([C:61]([O:63][C:64]([CH3:67])([CH3:66])[CH3:65])=[O:62])[CH2:56][CH2:57]2)=[O:7])=[C:4]([N:11]2[CH2:12][CH2:13][N:14]([C:17]([O:19][C:20]([CH3:23])([CH3:22])[CH3:21])=[O:18])[CH2:15][CH2:16]2)[CH:3]=1, predict the reactants needed to synthesize it. The reactants are: [Br:1][C:2]1[CH:10]=[CH:9][C:5]([C:6](O)=[O:7])=[C:4]([N:11]2[CH2:16][CH2:15][N:14]([C:17]([O:19][C:20]([CH3:23])([CH3:22])[CH3:21])=[O:18])[CH2:13][CH2:12]2)[CH:3]=1.CN1CCOCC1.CN(C(ON1N=NC2C=CC=NC1=2)=[N+](C)C)C.F[P-](F)(F)(F)(F)F.[N:55]1([C:61]([O:63][C:64]([CH3:67])([CH3:66])[CH3:65])=[O:62])[CH2:60][CH2:59][NH:58][CH2:57][CH2:56]1. (2) The reactants are: [Cl-].Cl[CH2:3][CH2:4][NH3+:5].[CH3:6][C:7]1[CH:12]=[C:11]([N+:13]([O-:15])=[O:14])[CH:10]=[CH:9][C:8]=1[N:16]=[C:17]=[S:18].[CH2:19](Br)[CH:20]([CH3:22])[CH3:21]. Given the product [CH3:6][C:7]1[CH:12]=[C:11]([N+:13]([O-:15])=[O:14])[CH:10]=[CH:9][C:8]=1[N:16]=[C:17]1[N:5]([CH2:19][CH:20]([CH3:22])[CH3:21])[CH2:4][CH2:3][S:18]1, predict the reactants needed to synthesize it. (3) Given the product [O:27]=[C:25]([N:59]1[CH2:60][CH2:61][CH:56]([O:55][C:54]2[CH:53]=[C:52]([F:51])[C:64]([F:65])=[C:63]([F:66])[CH:62]=2)[CH2:57][CH2:58]1)[CH2:24][NH:23][C:21]([C:18]1[CH:17]=[C:16]([C:10]2[CH:11]=[CH:12][CH:13]=[CH:14][CH:15]=2)[NH:20][N:19]=1)=[O:22], predict the reactants needed to synthesize it. The reactants are: CCN(C(C)C)C(C)C.[C:10]1([C:16]2[NH:20][N:19]=[C:18]([C:21]([NH:23][CH2:24][C:25]([OH:27])=O)=[O:22])[CH:17]=2)[CH:15]=[CH:14][CH:13]=[CH:12][CH:11]=1.C1C=CC2N(O)N=NC=2C=1.CCN=C=NCCCN(C)C.Cl.Cl.[F:51][C:52]1[CH:53]=[C:54]([CH:62]=[C:63]([F:66])[C:64]=1[F:65])[O:55][CH:56]1[CH2:61][CH2:60][NH:59][CH2:58][CH2:57]1. (4) Given the product [CH3:1][O:2][C:3](=[O:21])[C:4]1[CH:9]=[CH:8][CH:7]=[CH:6][C:5]=1[CH2:10][C:11]1[CH:16]=[C:15]([Cl:17])[CH:14]=[CH:13][C:12]=1[NH2:18], predict the reactants needed to synthesize it. The reactants are: [CH3:1][O:2][C:3](=[O:21])[C:4]1[CH:9]=[CH:8][CH:7]=[CH:6][C:5]=1[CH2:10][C:11]1[CH:16]=[C:15]([Cl:17])[CH:14]=[CH:13][C:12]=1[N+:18]([O-])=O. (5) Given the product [O:1]1[C:8]2[CH:7]=[C:6]([C:9](=[O:13])[S:10][CH2:11][I:15])[NH:5][C:4]=2[CH:3]=[CH:2]1, predict the reactants needed to synthesize it. The reactants are: [O:1]1[C:8]2[CH:7]=[C:6]([C:9](=[O:13])[S:10][CH2:11]Cl)[NH:5][C:4]=2[CH:3]=[CH:2]1.[Na+].[I-:15].